This data is from Reaction yield outcomes from USPTO patents with 853,638 reactions. The task is: Predict the reaction yield, written as a fraction of the theoretical maximum amount of product (1.0 means a 100% yield; for example, 0.34 means a 34% yield). (1) The reactants are C(OC(=O)[CH2:10][N:11]([C:13]1[CH:18]=[C:17]([CH3:19])[N:16]=[C:15]([NH:20][C:21]2[CH:26]=[CH:25][C:24]([N:27]3[CH:31]=[C:30]([CH3:32])[N:29]=[CH:28]3)=[C:23]([O:33][CH3:34])[CH:22]=2)[N:14]=1)[CH3:12])C1C=CC=CC=1.[CH3:36][Mg]Cl.C([O:42][CH2:43][CH3:44])(=O)C. The catalyst is O1CCCC1. The product is [CH3:34][O:33][C:23]1[CH:22]=[C:21]([NH:20][C:15]2[N:14]=[C:13]([N:11]([CH3:12])[CH2:10][C:43]([CH3:44])([OH:42])[CH3:36])[CH:18]=[C:17]([CH3:19])[N:16]=2)[CH:26]=[CH:25][C:24]=1[N:27]1[CH:31]=[C:30]([CH3:32])[N:29]=[CH:28]1. The yield is 1.00. (2) The reactants are [NH2:1][C:2]1[C:19]([F:20])=[CH:18][C:5]([O:6][C:7]2[CH:12]=[C:11](Cl)[N:10]=[C:9]([NH:14][C:15](=[O:17])[CH3:16])[N:8]=2)=[C:4]([F:21])[CH:3]=1. The catalyst is [Pd].CO. The product is [NH2:1][C:2]1[C:19]([F:20])=[CH:18][C:5]([O:6][C:7]2[CH:12]=[CH:11][N:10]=[C:9]([NH:14][C:15](=[O:17])[CH3:16])[N:8]=2)=[C:4]([F:21])[CH:3]=1. The yield is 0.820. (3) The reactants are [NH:1]1[CH2:6][CH2:5][NH:4][CH2:3]/[C:2]/1=[N:7]/[NH:8][C:9](=O)[C:10]([F:13])([F:12])[F:11].[ClH:15].C(OC)(C)(C)C. The catalyst is CO. The product is [ClH:15].[F:11][C:10]([F:13])([F:12])[C:9]1[N:1]2[CH2:6][CH2:5][NH:4][CH2:3][C:2]2=[N:7][N:8]=1. The yield is 0.907. (4) The reactants are C(OC([N:8]1[CH2:12][CH2:11][CH2:10][CH:9]1[C:13](=[O:25])[NH:14][CH2:15][C:16]1[CH:24]=[CH:23][C:19]2[O:20][CH2:21][O:22][C:18]=2[CH:17]=1)=O)(C)(C)C. The catalyst is C(Cl)Cl.C(O)(C(F)(F)F)=O. The product is [O:20]1[C:19]2[CH:23]=[CH:24][C:16]([CH2:15][NH:14][C:13]([CH:9]3[CH2:10][CH2:11][CH2:12][NH:8]3)=[O:25])=[CH:17][C:18]=2[O:22][CH2:21]1. The yield is 0.430. (5) The reactants are Br[C:2]1[N:7]=[N:6][C:5]([NH2:8])=[N:4][C:3]=1[C:9]1[CH:14]=[CH:13][CH:12]=[CH:11][CH:10]=1.[C:15]([C:17]1[CH:18]=[C:19](B(O)O)[CH:20]=[CH:21][CH:22]=1)#[N:16]. No catalyst specified. The product is [NH2:8][C:5]1[N:6]=[N:7][C:2]([C:21]2[CH:22]=[C:17]([CH:18]=[CH:19][CH:20]=2)[C:15]#[N:16])=[C:3]([C:9]2[CH:14]=[CH:13][CH:12]=[CH:11][CH:10]=2)[N:4]=1. The yield is 0.250.